From a dataset of Catalyst prediction with 721,799 reactions and 888 catalyst types from USPTO. Predict which catalyst facilitates the given reaction. (1) The catalyst class is: 23. Product: [NH2:6][C:7]1[N:12]=[C:11]([NH:13][CH2:14][CH2:15][NH:16][C:17]2[CH:22]=[CH:21][C:20]([NH:23][C:24](=[O:27])[CH2:25][N:2]([CH2:3][CH2:4][OH:5])[CH3:1])=[C:19]([C:28]3[CH:33]=[CH:32][C:31]([Cl:34])=[CH:30][C:29]=3[Cl:35])[CH:18]=2)[CH:10]=[CH:9][C:8]=1[N+:36]([O-:38])=[O:37]. Reactant: [CH3:1][NH:2][CH2:3][CH2:4][OH:5].[NH2:6][C:7]1[N:12]=[C:11]([NH:13][CH2:14][CH2:15][NH:16][C:17]2[CH:22]=[CH:21][C:20]([NH:23][C:24](=[O:27])[CH2:25]Br)=[C:19]([C:28]3[CH:33]=[CH:32][C:31]([Cl:34])=[CH:30][C:29]=3[Cl:35])[CH:18]=2)[CH:10]=[CH:9][C:8]=1[N+:36]([O-:38])=[O:37]. (2) Reactant: Br[C:2]1[CH:10]=[CH:9][CH:8]=[C:7]2[C:3]=1[C:4]([F:13])([F:12])[C:5](=[O:11])[NH:6]2.C([Li])CCC.[CH:19](=[O:21])[CH3:20].[Cl-].[NH4+]. Product: [F:12][C:4]1([F:13])[C:3]2[C:7](=[CH:8][CH:9]=[CH:10][C:2]=2[CH:19]([OH:21])[CH3:20])[NH:6][C:5]1=[O:11]. The catalyst class is: 27.